From a dataset of NCI-60 drug combinations with 297,098 pairs across 59 cell lines. Regression. Given two drug SMILES strings and cell line genomic features, predict the synergy score measuring deviation from expected non-interaction effect. (1) Drug 1: CC1C(C(CC(O1)OC2CC(CC3=C2C(=C4C(=C3O)C(=O)C5=C(C4=O)C(=CC=C5)OC)O)(C(=O)CO)O)N)O.Cl. Drug 2: C1CNP(=O)(OC1)N(CCCl)CCCl. Cell line: NCI-H226. Synergy scores: CSS=-3.58, Synergy_ZIP=1.60, Synergy_Bliss=0.797, Synergy_Loewe=-3.42, Synergy_HSA=-3.17. (2) Drug 1: CCCS(=O)(=O)NC1=C(C(=C(C=C1)F)C(=O)C2=CNC3=C2C=C(C=N3)C4=CC=C(C=C4)Cl)F. Drug 2: CC1=C(C=C(C=C1)NC(=O)C2=CC=C(C=C2)CN3CCN(CC3)C)NC4=NC=CC(=N4)C5=CN=CC=C5. Cell line: HL-60(TB). Synergy scores: CSS=-23.2, Synergy_ZIP=6.87, Synergy_Bliss=-9.78, Synergy_Loewe=-28.3, Synergy_HSA=-25.5. (3) Drug 1: CC1OCC2C(O1)C(C(C(O2)OC3C4COC(=O)C4C(C5=CC6=C(C=C35)OCO6)C7=CC(=C(C(=C7)OC)O)OC)O)O. Synergy scores: CSS=48.0, Synergy_ZIP=5.01, Synergy_Bliss=5.89, Synergy_Loewe=3.05, Synergy_HSA=9.09. Drug 2: COC1=CC(=CC(=C1O)OC)C2C3C(COC3=O)C(C4=CC5=C(C=C24)OCO5)OC6C(C(C7C(O6)COC(O7)C8=CC=CS8)O)O. Cell line: HOP-62.